This data is from Catalyst prediction with 721,799 reactions and 888 catalyst types from USPTO. The task is: Predict which catalyst facilitates the given reaction. (1) Reactant: Br[C:2]1[CH:3]=[C:4]([NH:13][S:14]([CH2:17][CH3:18])(=[O:16])=[O:15])[CH:5]=[N:6][C:7]=1[O:8][CH2:9][CH:10]1[CH2:12][CH2:11]1.[CH3:19][C:20]1([CH3:36])[C:24]([CH3:26])([CH3:25])[O:23][B:22]([B:22]2[O:23][C:24]([CH3:26])([CH3:25])[C:20]([CH3:36])([CH3:19])[O:21]2)[O:21]1.CC([O-])=O.[K+]. Product: [CH:10]1([CH2:9][O:8][C:7]2[N:6]=[CH:5][C:4]([NH:13][S:14]([CH2:17][CH3:18])(=[O:16])=[O:15])=[CH:3][C:2]=2[B:22]2[O:23][C:24]([CH3:26])([CH3:25])[C:20]([CH3:36])([CH3:19])[O:21]2)[CH2:12][CH2:11]1. The catalyst class is: 12. (2) Reactant: [C:1]([O:5][C:6](=[O:24])[NH:7][C@H:8]1[CH2:12][CH2:11][CH2:10][C@@H:9]1[NH:13][C:14]1[C:15]2[S:23][CH2:22][CH2:21][C:16]=2[N:17]=[C:18](Cl)[N:19]=1)([CH3:4])([CH3:3])[CH3:2].C1(NC2C3SCCC=3N=C([N:38]3[CH2:43][CH2:42][N:41]([C:44]4[CH:54]=[CH:53][C:47](C(OCC)=O)=[CH:46][CH:45]=4)[CH2:40][CH2:39]3)N=2)CCCCC1. Product: [C:1]([O:5][C:6](=[O:24])[NH:7][C@H:8]1[CH2:12][CH2:11][CH2:10][C@@H:9]1[NH:13][C:14]1[C:15]2[S:23][CH2:22][CH2:21][C:16]=2[N:17]=[C:18]([N:38]2[CH2:43][CH2:42][N:41]([C:44]3[CH:54]=[CH:53][CH:47]=[CH:46][CH:45]=3)[CH2:40][CH2:39]2)[N:19]=1)([CH3:4])([CH3:3])[CH3:2]. The catalyst class is: 12. (3) Reactant: Cl[C:2]1[CH:3]=[C:4]([NH:11][C:12]2[CH:17]=[CH:16][CH:15]=[C:14]([N:18]3[CH2:22][CH2:21][CH:20]([CH3:23])[CH2:19]3)[N:13]=2)[C:5]2[N:6]([CH:8]=[CH:9][N:10]=2)[N:7]=1.[C:24]1(B(O)O)[CH:29]=[CH:28][CH:27]=[CH:26][CH:25]=1.CC(C1C=C(C(C)C)C(C2C=CC=CC=2P(C2CCCCC2)C2CCCCC2)=C(C(C)C)C=1)C.C([O-])([O-])=O.[Na+].[Na+]. Product: [CH3:23][CH:20]1[CH2:21][CH2:22][N:18]([C:14]2[N:13]=[C:12]([NH:11][C:4]3[C:5]4[N:6]([CH:8]=[CH:9][N:10]=4)[N:7]=[C:2]([C:24]4[CH:29]=[CH:28][CH:27]=[CH:26][CH:25]=4)[CH:3]=3)[CH:17]=[CH:16][CH:15]=2)[CH2:19]1. The catalyst class is: 333. (4) Reactant: [CH2:1]([O:8][CH:9]1[CH2:14][CH2:13][CH:12]([CH:15]=O)[CH2:11][CH2:10]1)[C:2]1[CH:7]=[CH:6][CH:5]=[CH:4][CH:3]=1.O.[CH:18]([C:20]([CH3:22])=[O:21])=[CH2:19]. Product: [CH2:1]([O:8][CH:9]1[CH2:10][CH2:11][C:12]2([CH:15]=[CH:22][C:20](=[O:21])[CH2:18][CH2:19]2)[CH2:13][CH2:14]1)[C:2]1[CH:3]=[CH:4][CH:5]=[CH:6][CH:7]=1. The catalyst class is: 191. (5) Reactant: [Cl:1][C:2]1[CH:3]=[C:4]2[C:10]([C:11]3[N:16]=[C:15]([NH:17][C@H:18]4[CH2:23][CH2:22][CH2:21][N:20]([CH2:24][C:25]([O:27][C:28]([CH3:31])([CH3:30])[CH3:29])=[O:26])[CH2:19]4)[C:14]([F:32])=[CH:13][N:12]=3)=[CH:9][N:8](S(C3C=CC(C)=CC=3)(=O)=O)[C:5]2=[N:6][CH:7]=1.ClC1C=C2C(C3N=C(N[C@H]4CCCN(C(OC(C)(C)C)=O)C4)C(F)=CN=3)=CN(S(C3C=CC(C)=CC=3)(=O)=O)C2=NC=1.[Li+].[OH-]. Product: [Cl:1][C:2]1[CH:3]=[C:4]2[C:10]([C:11]3[N:16]=[C:15]([NH:17][C@H:18]4[CH2:23][CH2:22][CH2:21][N:20]([CH2:24][C:25]([O:27][C:28]([CH3:30])([CH3:29])[CH3:31])=[O:26])[CH2:19]4)[C:14]([F:32])=[CH:13][N:12]=3)=[CH:9][NH:8][C:5]2=[N:6][CH:7]=1. The catalyst class is: 220. (6) Reactant: Cl[C:2]1[C:3]([Cl:14])=[N:4][C:5]([CH3:13])=[C:6]([CH:12]=1)[C:7]([O:9][CH2:10][CH3:11])=[O:8].C[CH2:16][N:17](C(C)C)C(C)C.[F:24][C:25]1[CH:30]=[CH:29]C(CO)=[CH:27][CH:26]=1. Product: [Cl:14][C:3]1[C:2]([C:16]#[N:17])=[CH:12][C:6]([C:7]([O:9][CH2:10][C:11]2[CH:29]=[CH:30][C:25]([F:24])=[CH:26][CH:27]=2)=[O:8])=[C:5]([CH3:13])[N:4]=1. The catalyst class is: 1. (7) Reactant: [OH:1][C:2]1[CH:3]=[C:4]([CH2:8][C@H:9]([OH:14])[C:10]([O:12][CH3:13])=[O:11])[CH:5]=[CH:6][CH:7]=1.C(N(CC)CC)C.[C:22](Cl)(=[O:27])[C:23]([CH3:26])([CH3:25])[CH3:24].Cl. Product: [C:22]([O:1][C:2]1[CH:3]=[C:4]([CH2:8][C@H:9]([OH:14])[C:10]([O:12][CH3:13])=[O:11])[CH:5]=[CH:6][CH:7]=1)(=[O:27])[C:23]([CH3:26])([CH3:25])[CH3:24]. The catalyst class is: 282. (8) Reactant: [Cl:1][C:2]1[N:10]=[C:9]([N:11]2[C:15]3[CH:16]=[C:17]([F:20])[CH:18]=[CH:19][C:14]=3[N:13]=[CH:12]2)[N:8]=[C:7]2[C:3]=1[NH:4][C:5](=[O:34])[N:6]2[C@H:21]1[CH2:26][CH2:25][C@H:24]([O:27][CH:28]2[CH2:33][CH2:32][CH2:31][CH2:30][O:29]2)[CH2:23][CH2:22]1.[CH3:35]CN(P1(N(C)CCCN1)=NC(C)(C)C)CC.IC. Product: [Cl:1][C:2]1[N:10]=[C:9]([N:11]2[C:15]3[CH:16]=[C:17]([F:20])[CH:18]=[CH:19][C:14]=3[N:13]=[CH:12]2)[N:8]=[C:7]2[C:3]=1[N:4]([CH3:35])[C:5](=[O:34])[N:6]2[C@H:21]1[CH2:26][CH2:25][C@H:24]([O:27][CH:28]2[CH2:33][CH2:32][CH2:31][CH2:30][O:29]2)[CH2:23][CH2:22]1. The catalyst class is: 23. (9) Reactant: [Cl:1][C:2]1[C:7]([Cl:8])=[CH:6][CH:5]=[CH:4][C:3]=1[S:9]([NH2:12])(=[O:11])=[O:10].C(=O)([O-])[O-].[Cs+].[Cs+].[Cl:19][C:20]1[C:29](Cl)=[N:28][C:27]2[C:22](=[CH:23][C:24]([O:33][CH3:34])=[C:25]([O:31][CH3:32])[CH:26]=2)[N:21]=1. Product: [Cl:1][C:2]1[C:7]([Cl:8])=[CH:6][CH:5]=[CH:4][C:3]=1[S:9]([NH:12][C:29]1[C:20]([Cl:19])=[N:21][C:22]2[C:27](=[CH:26][C:25]([O:31][CH3:32])=[C:24]([O:33][CH3:34])[CH:23]=2)[N:28]=1)(=[O:10])=[O:11]. The catalyst class is: 60.